From a dataset of Forward reaction prediction with 1.9M reactions from USPTO patents (1976-2016). Predict the product of the given reaction. (1) Given the reactants [H-].[Na+].[CH3:3][CH2:4][O:5][C:6]([CH:8](P(OCC)(OCC)=O)[CH3:9])=[O:7].[CH3:18][O:19][C:20]1[CH:21]=[C:22]2[C:27](=[CH:28][C:29]=1[O:30][CH3:31])[N:26]=[CH:25][CH:24]=[C:23]2[O:32][C:33]1[CH:40]=[CH:39][C:38]([O:41][CH3:42])=[CH:37][C:34]=1[CH:35]=O.O, predict the reaction product. The product is: [CH3:18][O:19][C:20]1[CH:21]=[C:22]2[C:27](=[CH:28][C:29]=1[O:30][CH3:31])[N:26]=[CH:25][CH:24]=[C:23]2[O:32][C:33]1[CH:40]=[CH:39][C:38]([O:41][CH3:42])=[CH:37][C:34]=1/[CH:35]=[C:8](\[CH3:9])/[C:6]([O:5][CH2:4][CH3:3])=[O:7]. (2) Given the reactants [Cl:1][C:2]1[CH:9]=[CH:8][C:5](C#N)=[C:4]([NH:10][C:11]2[C:16]([Cl:17])=[CH:15][N:14]=[C:13](Cl)[CH:12]=2)[CH:3]=1.[CH3:19][C:20]1[CH:24]=[C:23]([NH2:25])[N:22]([CH:26]([CH3:28])[CH3:27])[N:21]=1.[C:29](=[O:32])([O-])[O-:30].[Cs+].[Cs+].C1C=CC(P(C2C(OC3C(P(C4C=CC=CC=4)C4C=CC=CC=4)=CC=CC=3)=CC=CC=2)C2C=CC=CC=2)=CC=1.[OH-].[Na+], predict the reaction product. The product is: [Cl:1][C:2]1[CH:9]=[CH:8][C:5]([C:29]([OH:30])=[O:32])=[C:4]([NH:10][C:11]2[C:16]([Cl:17])=[CH:15][N:14]=[C:13]([NH:25][C:23]3[N:22]([CH:26]([CH3:28])[CH3:27])[N:21]=[C:20]([CH3:19])[CH:24]=3)[CH:12]=2)[CH:3]=1. (3) Given the reactants [CH:1]1([C:4]2[NH:8][C:7]3[C:9]([O:17][CH3:18])=[CH:10][CH:11]=[C:12]([C:13]([O:15]C)=[O:14])[C:6]=3[N:5]=2)[CH2:3][CH2:2]1.[OH-].[Na+], predict the reaction product. The product is: [CH:1]1([C:4]2[NH:8][C:7]3[C:9]([O:17][CH3:18])=[CH:10][CH:11]=[C:12]([C:13]([OH:15])=[O:14])[C:6]=3[N:5]=2)[CH2:2][CH2:3]1. (4) Given the reactants C(OC(=O)N[C@@H]1CC=CCN(CC2C=CC(OC)=CC=2OC)C1=O)(C)(C)C.[C:28]([O:32][C:33](=[O:55])[NH:34][C@@H:35]1[CH2:41][CH2:40][C:39](=[O:42])[CH2:38][N:37]([CH2:43][C:44]2[CH:49]=[CH:48][C:47]([O:50][CH3:51])=[CH:46][C:45]=2[O:52][CH3:53])[C:36]1=[O:54])([CH3:31])([CH3:30])[CH3:29].[C:56]([O:60][C:61](=[O:83])[NH:62][C@@H:63]1[CH2:69][C:68](=[O:70])[CH2:67][CH2:66][N:65]([CH2:71][C:72]2[CH:77]=[CH:76][C:75]([O:78][CH3:79])=[CH:74][C:73]=2[O:80][CH3:81])[C:64]1=[O:82])([CH3:59])([CH3:58])[CH3:57], predict the reaction product. The product is: [C:56]([O:60][C:61](=[O:83])[NH:62][C@@H:63]1[CH2:69][C:68](=[O:70])[CH2:67][CH2:66][N:65]([CH2:71][C:72]2[CH:77]=[CH:76][C:75]([O:78][CH3:79])=[CH:74][C:73]=2[O:80][CH3:81])[C:64]1=[O:82])([CH3:59])([CH3:57])[CH3:58].[C:28]([O:32][C:33](=[O:55])[NH:34][C@@H:35]1[CH2:41][CH2:40][C:39](=[O:42])[CH2:38][N:37]([CH2:43][C:44]2[CH:49]=[CH:48][C:47]([O:50][CH3:51])=[CH:46][C:45]=2[O:52][CH3:53])[C:36]1=[O:54])([CH3:31])([CH3:29])[CH3:30].